The task is: Predict which catalyst facilitates the given reaction.. This data is from Catalyst prediction with 721,799 reactions and 888 catalyst types from USPTO. (1) Reactant: [CH:1]([C:4]1[CH:9]=[CH:8][C:7]([C:10]2[N:14]([CH2:15][CH2:16][O:17][CH3:18])[C:13]3[C:19]([O:25][CH3:26])=[CH:20][C:21]([CH:23]=[O:24])=[CH:22][C:12]=3[N:11]=2)=[CH:6][CH:5]=1)([CH3:3])[CH3:2].[C:27]1([Mg]Br)[CH:32]=[CH:31][CH:30]=[CH:29][CH:28]=1. Product: [CH:1]([C:4]1[CH:9]=[CH:8][C:7]([C:10]2[N:14]([CH2:15][CH2:16][O:17][CH3:18])[C:13]3[C:19]([O:25][CH3:26])=[CH:20][C:21]([CH:23]([C:27]4[CH:32]=[CH:31][CH:30]=[CH:29][CH:28]=4)[OH:24])=[CH:22][C:12]=3[N:11]=2)=[CH:6][CH:5]=1)([CH3:3])[CH3:2]. The catalyst class is: 1. (2) Reactant: [NH2:1][C:2]1[NH:6][N:5]=[C:4]([OH:7])[CH:3]=1.O.C1(C)C=CC(S(O)(=O)=O)=CC=1.[O:20]([CH2:27][CH2:28]O)[C:21]1[CH:26]=[CH:25][CH:24]=[CH:23][CH:22]=1. Product: [O:20]([CH2:27][CH2:28][O:7][C:4]1[CH:3]=[C:2]([NH2:1])[NH:6][N:5]=1)[C:21]1[CH:26]=[CH:25][CH:24]=[CH:23][CH:22]=1. The catalyst class is: 10. (3) Reactant: [C:1]([O:5][C:6]([NH:8][C@H:9]([C:11]([OH:13])=O)[CH3:10])=[O:7])([CH3:4])([CH3:3])[CH3:2].CN([C:17]([O:21][N:22]1N=NC2C=CC=N[C:23]1=2)=[N+](C)C)C.F[P-](F)(F)(F)(F)F.Cl.CONC.CCOC(C)=O. Product: [C:1]([O:5][C:6]([NH:8][C@H:9]([C:11]([N:22]([O:21][CH3:17])[CH3:23])=[O:13])[CH3:10])=[O:7])([CH3:2])([CH3:3])[CH3:4]. The catalyst class is: 3. (4) Reactant: Cl[CH2:2][CH2:3][CH2:4][O:5][C:6]1[CH:7]=[C:8]([NH2:12])[CH:9]=[CH:10][CH:11]=1.[OH-].[NH4+:14]. Product: [NH2:14][CH2:2][CH2:3][CH2:4][O:5][C:6]1[CH:7]=[C:8]([NH2:12])[CH:9]=[CH:10][CH:11]=1. The catalyst class is: 5. (5) Reactant: C1CCN2C(=NCCC2)CC1.[NH2:12][C:13]1[CH:14]=[C:15]([C:19]2[CH:24]=[CH:23][C:22]([C:25]([F:35])([CH3:34])[CH2:26][NH:27][S:28]([CH:31]([CH3:33])[CH3:32])(=[O:30])=[O:29])=[CH:21][CH:20]=2)[CH:16]=[CH:17][CH:18]=1.C(Cl)Cl.Cl[CH2:40][S:41](Cl)(=[O:43])=[O:42]. Product: [F:35][C:25]([C:22]1[CH:21]=[CH:20][C:19]([C:15]2[CH:16]=[CH:17][CH:18]=[C:13]([NH:12][S:41]([CH3:40])(=[O:43])=[O:42])[CH:14]=2)=[CH:24][CH:23]=1)([CH3:34])[CH2:26][NH:27][S:28]([CH:31]([CH3:32])[CH3:33])(=[O:30])=[O:29]. The catalyst class is: 6. (6) Reactant: C1(OC2C=CC([N+]([O-])=O)=C([C:12]3[CH:13]=[C:14]([CH:28]=[CH:29][N:30]=3)[C:15]([NH:17][C@@H]3C4C(=CC=CC=4)CCC3)=[O:16])C=2)CCC1.[H][H]. Product: [C:15]([NH2:17])(=[O:16])[C:14]1[CH:28]=[CH:29][N:30]=[CH:12][CH:13]=1. The catalyst class is: 129. (7) Reactant: Cl[C:2](=[O:8])[CH2:3][O:4]C(=O)C.[O:9]1[C:13]2[CH:14]=[CH:15][CH:16]=[CH:17][C:12]=2[N:11]=[C:10]1[C:18]1[C:19]([NH2:38])=[N:20][CH:21]=[C:22]([C:24]2[C:25]([CH2:35][O:36][CH3:37])=[N:26][N:27]([CH:29]3[CH2:34][CH2:33][NH:32][CH2:31][CH2:30]3)[CH:28]=2)[CH:23]=1.C(N(CC)CC)C. Product: [NH2:38][C:19]1[N:20]=[CH:21][C:22]([C:24]2[C:25]([CH2:35][O:36][CH3:37])=[N:26][N:27]([CH:29]3[CH2:34][CH2:33][N:32]([C:3](=[O:4])[CH2:2][OH:8])[CH2:31][CH2:30]3)[CH:28]=2)=[CH:23][C:18]=1[C:10]1[O:9][C:13]2[CH:14]=[CH:15][CH:16]=[CH:17][C:12]=2[N:11]=1. The catalyst class is: 2. (8) Reactant: [C:1]([O:5][C:6]([NH:8][C@@H:9]([CH:37]([C:45]1[CH:50]=[CH:49][C:48]([F:51])=[CH:47][CH:46]=1)[C:38]1[CH:43]=[CH:42][C:41]([F:44])=[CH:40][CH:39]=1)[C:10]([NH:12][C:13]1[CH:35]=[CH:34][CH:33]=[C:32]([F:36])[C:14]=1[CH2:15][CH2:16][C@H:17]1[CH2:24][N:23]([C:25]([O:27][C:28]([CH3:31])([CH3:30])[CH3:29])=[O:26])[CH2:22][C:19]2([CH2:21][CH2:20]2)[NH:18]1)=[O:11])=[O:7])([CH3:4])([CH3:3])[CH3:2].CCN(C(C)C)C(C)C.[C:61]1([S:67](Cl)(=[O:69])=[O:68])[CH:66]=[CH:65][CH:64]=[CH:63][CH:62]=1.C([O-])(O)=O.[Na+]. Product: [C:1]([O:5][C:6]([NH:8][C@@H:9]([CH:37]([C:38]1[CH:43]=[CH:42][C:41]([F:44])=[CH:40][CH:39]=1)[C:45]1[CH:46]=[CH:47][C:48]([F:51])=[CH:49][CH:50]=1)[C:10]([NH:12][C:13]1[CH:35]=[CH:34][CH:33]=[C:32]([F:36])[C:14]=1[CH2:15][CH2:16][C@H:17]1[CH2:24][N:23]([C:25]([O:27][C:28]([CH3:30])([CH3:29])[CH3:31])=[O:26])[CH2:22][C:19]2([CH2:20][CH2:21]2)[N:18]1[S:67]([C:61]1[CH:66]=[CH:65][CH:64]=[CH:63][CH:62]=1)(=[O:69])=[O:68])=[O:11])=[O:7])([CH3:2])([CH3:3])[CH3:4]. The catalyst class is: 2. (9) The catalyst class is: 179. Product: [CH:17]1([NH:16][C:14](=[O:15])[C:13]2[CH:20]=[CH:21][C:22]([CH3:23])=[C:11]([C:9]3[S:8][C:7]4=[C:2]([N:26]5[CH2:27][CH2:28][O:29][CH2:30][C@@H:25]5[CH3:24])[N:3]=[N:4][CH:5]=[C:6]4[CH:10]=3)[CH:12]=2)[CH2:19][CH2:18]1. Reactant: Cl[C:2]1[N:3]=[N:4][CH:5]=[C:6]2[CH:10]=[C:9]([C:11]3[CH:12]=[C:13]([CH:20]=[CH:21][C:22]=3[CH3:23])[C:14]([NH:16][CH:17]3[CH2:19][CH2:18]3)=[O:15])[S:8][C:7]=12.[CH3:24][C@H:25]1[CH2:30][O:29][CH2:28][CH2:27][NH:26]1.